From a dataset of Catalyst prediction with 721,799 reactions and 888 catalyst types from USPTO. Predict which catalyst facilitates the given reaction. (1) Reactant: [CH3:1][C:2]1[CH:3]=[C:4]([CH2:11][CH:12]([NH:16][C:17]([N:19]2[CH2:24][CH2:23][CH:22]([N:25]3[CH2:34][C:33]4[C:28](=[CH:29][CH:30]=[CH:31][CH:32]=4)[NH:27][C:26]3=[O:35])[CH2:21][CH2:20]2)=[O:18])[C:13]([OH:15])=[O:14])[CH:5]=[C:6]2[C:10]=1[NH:9][N:8]=[CH:7]2.CCN=C=NCCCN(C)C.[N:47]12[CH2:54][CH2:53][CH:50]([CH2:51][CH2:52]1)[CH:49](O)[CH2:48]2. Product: [N:47]12[CH2:54][CH2:53][CH:50]([CH2:51][CH2:52]1)[CH:49]([O:14][C:13](=[O:15])[CH:12]([NH:16][C:17]([N:19]1[CH2:20][CH2:21][CH:22]([N:25]3[CH2:34][C:33]4[C:28](=[CH:29][CH:30]=[CH:31][CH:32]=4)[NH:27][C:26]3=[O:35])[CH2:23][CH2:24]1)=[O:18])[CH2:11][C:4]1[CH:5]=[C:6]3[C:10](=[C:2]([CH3:1])[CH:3]=1)[NH:9][N:8]=[CH:7]3)[CH2:48]2. The catalyst class is: 468. (2) Reactant: [CH3:1][O:2][C:3]([C:5]1[S:9][C:8]([N:10]2[C:14]3[CH:15]=[CH:16][C:17]([C:19]([OH:21])=O)=[CH:18][C:13]=3[N:12]=[CH:11]2)=[CH:7][C:6]=1[O:22][CH2:23][C:24]1[CH:29]=[CH:28][CH:27]=[CH:26][C:25]=1[C:30]([F:33])([F:32])[F:31])=[O:4].[NH2:34][CH2:35][CH2:36][N:37]1[CH2:41][CH2:40][NH:39][C:38]1=[O:42].C(N(C(C)C)CC)(C)C.F[P-](F)(F)(F)(F)F.N1(OC(N(C)C)=[N+](C)C)C2N=CC=CC=2N=N1. Product: [O:42]=[C:38]1[NH:39][CH2:40][CH2:41][N:37]1[CH2:36][CH2:35][NH:34][C:19]([C:17]1[CH:16]=[CH:15][C:14]2[N:10]([C:8]3[S:9][C:5]([C:3]([O:2][CH3:1])=[O:4])=[C:6]([O:22][CH2:23][C:24]4[CH:29]=[CH:28][CH:27]=[CH:26][C:25]=4[C:30]([F:31])([F:33])[F:32])[CH:7]=3)[CH:11]=[N:12][C:13]=2[CH:18]=1)=[O:21]. The catalyst class is: 42.